Dataset: Retrosynthesis with 50K atom-mapped reactions and 10 reaction types from USPTO. Task: Predict the reactants needed to synthesize the given product. (1) The reactants are: COC(=O)c1ccccc1C(=O)N1CCN(c2ccc(C(=O)NCCC3CC3)nn2)CC1. Given the product O=C(NCCC1CC1)c1ccc(N2CCN(C(=O)c3ccccc3C(=O)O)CC2)nn1, predict the reactants needed to synthesize it. (2) Given the product O=C(Nc1cccc2c1CC(O)CC2)N1CCN(c2ccccc2Cl)CC1, predict the reactants needed to synthesize it. The reactants are: Clc1ccccc1N1CCNCC1.O=C([O-])Nc1cccc2c1CC(O)CC2.